Task: Predict the product of the given reaction.. Dataset: Forward reaction prediction with 1.9M reactions from USPTO patents (1976-2016) (1) Given the reactants [Br-].[CH3:2][O:3][C:4]1[CH:9]=[CH:8][C:7]([CH2:10][P+](C2C=CC=CC=2)(C2C=CC=CC=2)C2C=CC=CC=2)=[CH:6][CH:5]=1.[CH:30]([C:33]1[CH:34]=[C:35]([CH:39]([CH3:43])[CH2:40][CH:41]=O)[CH:36]=[CH:37][CH:38]=1)([CH3:32])[CH3:31].CC(O)=O, predict the reaction product. The product is: [CH:30]([C:33]1[CH:38]=[CH:37][CH:36]=[C:35]([CH:39]([CH2:40][CH:41]=[CH:10][C:7]2[CH:6]=[CH:5][C:4]([O:3][CH3:2])=[CH:9][CH:8]=2)[CH3:43])[CH:34]=1)([CH3:32])[CH3:31]. (2) Given the reactants [Br-].[CH3:2][C:3]1[N:8]=[C:7]([Zn+])[CH:6]=[CH:5][CH:4]=1.[C:10]([O:14][C:15](=[O:31])[N:16]([C:24]1[CH:29]=[CH:28][C:27]([Cl:30])=[CH:26][CH:25]=1)[C:17]1[CH:22]=[N:21][CH:20]=[C:19](Cl)[N:18]=1)([CH3:13])([CH3:12])[CH3:11], predict the reaction product. The product is: [C:10]([O:14][C:15](=[O:31])[N:16]([C:24]1[CH:29]=[CH:28][C:27]([Cl:30])=[CH:26][CH:25]=1)[C:17]1[CH:22]=[N:21][CH:20]=[C:19]([C:7]2[CH:6]=[CH:5][CH:4]=[C:3]([CH3:2])[N:8]=2)[N:18]=1)([CH3:13])([CH3:12])[CH3:11]. (3) Given the reactants [CH2:1]([S:8][CH:9]([CH:19]=O)[CH2:10][NH:11][C:12](=[O:18])[O:13][C:14]([CH3:17])([CH3:16])[CH3:15])[C:2]1[CH:7]=[CH:6][CH:5]=[CH:4][CH:3]=1.[NH:21]1[CH2:26][CH2:25][S:24][CH2:23][CH2:22]1.C(O[BH-](OC(=O)C)OC(=O)C)(=O)C.[Na+].C(=O)([O-])O.[Na+], predict the reaction product. The product is: [CH2:1]([S:8][CH:9]([CH2:19][N:21]1[CH2:26][CH2:25][S:24][CH2:23][CH2:22]1)[CH2:10][NH:11][C:12](=[O:18])[O:13][C:14]([CH3:17])([CH3:16])[CH3:15])[C:2]1[CH:7]=[CH:6][CH:5]=[CH:4][CH:3]=1. (4) Given the reactants [CH2:1]([N:4]([CH2:12][C:13]([C:15]1[S:19][N:18]=[CH:17][CH:16]=1)=O)[C:5](=[O:11])[O:6][C:7]([CH3:10])([CH3:9])[CH3:8])[CH:2]=[CH2:3].[CH3:20][O:21][C:22]1[CH:27]=[CH:26][C:25]([CH2:28][NH:29][OH:30])=[CH:24][CH:23]=1.C(N(C(C)C)CC)(C)C.C(O)(=O)CC(CC(O)=O)(C(O)=O)O, predict the reaction product. The product is: [S:19]1[C:15]([C:13]23[CH2:12][N:4]([C:5]([O:6][C:7]([CH3:10])([CH3:9])[CH3:8])=[O:11])[CH2:1][CH:2]2[CH2:3][O:30][N:29]3[CH2:28][C:25]2[CH:26]=[CH:27][C:22]([O:21][CH3:20])=[CH:23][CH:24]=2)=[CH:16][CH:17]=[N:18]1.